From a dataset of Catalyst prediction with 721,799 reactions and 888 catalyst types from USPTO. Predict which catalyst facilitates the given reaction. (1) Reactant: Cl[C:2]1[CH:7]=[C:6]([CH3:8])[N:5]=[C:4]([CH3:9])[C:3]=1[C:10]([C:12]1[CH:17]=[CH:16][CH:15]=[CH:14][CH:13]=1)=O.O.[NH2:19][NH2:20]. Product: [CH3:9][C:4]1[C:3]2[C:10]([C:12]3[CH:17]=[CH:16][CH:15]=[CH:14][CH:13]=3)=[N:19][NH:20][C:2]=2[CH:7]=[C:6]([CH3:8])[N:5]=1. The catalyst class is: 212. (2) Reactant: C1C=CC(N([S:8]([C:11]([F:14])([F:13])[F:12])(=[O:10])=[O:9])[S:8]([C:11]([F:14])([F:13])[F:12])(=[O:10])=[O:9])=CC=1.[N:22]1([CH2:27][CH2:28][O:29][C:30]2[CH:35]=[CH:34][C:33]([NH:36][C:37]3[N:52]=[C:40]4[CH:41]=[CH:42][CH:43]=[C:44]([C:45]5[CH:46]=[C:47]([OH:51])[CH:48]=[CH:49][CH:50]=5)[N:39]4[N:38]=3)=[CH:32][CH:31]=2)[CH2:26][CH2:25][CH2:24][CH2:23]1.C(N(CC)CC)C.O. Product: [N:22]1([CH2:27][CH2:28][O:29][C:30]2[CH:35]=[CH:34][C:33]([NH:36][C:37]3[N:52]=[C:40]4[CH:41]=[CH:42][CH:43]=[C:44]([C:45]5[CH:46]=[C:47]([O:51][S:8]([C:11]([F:14])([F:13])[F:12])(=[O:10])=[O:9])[CH:48]=[CH:49][CH:50]=5)[N:39]4[N:38]=3)=[CH:32][CH:31]=2)[CH2:23][CH2:24][CH2:25][CH2:26]1. The catalyst class is: 4. (3) The catalyst class is: 8. Product: [CH3:28][O:27][C:24]1[CH:25]=[CH:26][C:21]([C:10]2[C:11]([C:13]3[CH:18]=[CH:17][C:16]([O:19][CH3:20])=[CH:15][CH:14]=3)=[N:33][O:29][C:9]=2[C:6]2[CH:7]=[CH:8][C:3]([O:2][CH3:1])=[CH:4][CH:5]=2)=[CH:22][CH:23]=1. Reactant: [CH3:1][O:2][C:3]1[CH:8]=[CH:7][C:6]([C:9](=[O:29])[CH:10]([C:21]2[CH:26]=[CH:25][C:24]([O:27][CH3:28])=[CH:23][CH:22]=2)[C:11]([C:13]2[CH:18]=[CH:17][C:16]([O:19][CH3:20])=[CH:15][CH:14]=2)=O)=[CH:5][CH:4]=1.Cl.NO.[N:33]1C=CC=CC=1. (4) Reactant: [O:1]1[C:5]2[CH:6]=[CH:7][C:8]([C:10]3[CH:15]=[CH:14][C:13]([C:16]4[N:21]=[C:20]([O:22][CH2:23][CH2:24][CH2:25][CH2:26][C:27]([CH3:52])([CH3:51])[C:28]([NH:30][CH:31]([CH2:39][C:40]5[CH:45]=[CH:44][C:43]([O:46]C(C)(C)C)=[CH:42][CH:41]=5)[C:32]([O:34]C(C)(C)C)=[O:33])=[O:29])[CH:19]=[CH:18][CH:17]=4)=[CH:12][CH:11]=3)=[CH:9][C:4]=2[O:3][CH2:2]1.FC(F)(F)C(O)=O. Product: [O:1]1[C:5]2[CH:6]=[CH:7][C:8]([C:10]3[CH:15]=[CH:14][C:13]([C:16]4[N:21]=[C:20]([O:22][CH2:23][CH2:24][CH2:25][CH2:26][C:27]([CH3:52])([CH3:51])[C:28]([NH:30][CH:31]([CH2:39][C:40]5[CH:41]=[CH:42][C:43]([OH:46])=[CH:44][CH:45]=5)[C:32]([OH:34])=[O:33])=[O:29])[CH:19]=[CH:18][CH:17]=4)=[CH:12][CH:11]=3)=[CH:9][C:4]=2[O:3][CH2:2]1. The catalyst class is: 2.